This data is from Full USPTO retrosynthesis dataset with 1.9M reactions from patents (1976-2016). The task is: Predict the reactants needed to synthesize the given product. (1) Given the product [C:19]([O:18][C:16]([CH2:15][C@:7]1([C:5]2[S:6][C:2]([C:23]3[CH:28]=[CH:27][C:26]([B:29]([OH:31])[OH:30])=[CH:25][CH:24]=3)=[CH:3][CH:4]=2)[CH2:12][CH2:11][CH2:10][CH2:9][S:8]1(=[O:14])=[O:13])=[O:17])([CH3:22])([CH3:21])[CH3:20], predict the reactants needed to synthesize it. The reactants are: Br[C:2]1[S:6][C:5]([C@@:7]2([CH2:15][C:16]([O:18][C:19]([CH3:22])([CH3:21])[CH3:20])=[O:17])[CH2:12][CH2:11][CH2:10][CH2:9][S:8]2(=[O:14])=[O:13])=[CH:4][CH:3]=1.[C:23]1(B(O)O)[CH:28]=[CH:27][C:26]([B:29]([OH:31])[OH:30])=[CH:25][CH:24]=1.C(=O)([O-])[O-].[Na+].[Na+]. (2) Given the product [C:1]([C:3]1[C:4]([C@@H:21]2[CH2:23][C@H:22]2[C:24]([NH:27][CH:28]2[CH2:29][CH2:30][N:31]([C:34]([O:36][C:37]([CH3:40])([CH3:39])[CH3:38])=[O:35])[CH2:32][CH2:33]2)=[O:25])=[C:5]2[C:19]([CH3:20])=[N:18][NH:17][C:6]2=[N:7][C:8]=1[C:9]1[CH:14]=[CH:13][C:12]([OH:15])=[CH:11][C:10]=1[F:16])#[N:2], predict the reactants needed to synthesize it. The reactants are: [C:1]([C:3]1[C:4]([C@@H:21]2[CH2:23][C@H:22]2[C:24](O)=[O:25])=[C:5]2[C:19]([CH3:20])=[N:18][NH:17][C:6]2=[N:7][C:8]=1[C:9]1[CH:14]=[CH:13][C:12]([OH:15])=[CH:11][C:10]=1[F:16])#[N:2].[NH2:27][CH:28]1[CH2:33][CH2:32][N:31]([C:34]([O:36][C:37]([CH3:40])([CH3:39])[CH3:38])=[O:35])[CH2:30][CH2:29]1.Cl.C(N)CCN.N1(O)C2C=CC=CC=2N=N1.